From a dataset of TCR-epitope binding with 47,182 pairs between 192 epitopes and 23,139 TCRs. Binary Classification. Given a T-cell receptor sequence (or CDR3 region) and an epitope sequence, predict whether binding occurs between them. The epitope is KLGGALQAK. The TCR CDR3 sequence is CASSSPERGRGTDTQYF. Result: 1 (the TCR binds to the epitope).